From a dataset of Retrosynthesis with 50K atom-mapped reactions and 10 reaction types from USPTO. Predict the reactants needed to synthesize the given product. Given the product COc1ccc2c(=O)ccn(CCN3CCC(NCc4cc5c(cn4)OCCO5)CC3)c2c1, predict the reactants needed to synthesize it. The reactants are: COc1ccc2c(=O)ccn(CCN3CCC(N)CC3)c2c1.O=Cc1cc2c(cn1)OCCO2.